The task is: Binary Classification. Given a drug SMILES string, predict its activity (active/inactive) in a high-throughput screening assay against a specified biological target.. This data is from HIV replication inhibition screening data with 41,000+ compounds from the AIDS Antiviral Screen. (1) The molecule is CCOC(=O)C(=Cc1ccc(OC)c(OC)c1)P(=O)(OCC)OCC. The result is 0 (inactive). (2) The drug is CCOC(=O)C(CC1COc2ccccc2O1)C(=O)OCC. The result is 0 (inactive). (3) The drug is COc1cc(C(=O)O)c(C(=O)c2ccc([N+](=O)[O-])cc2)cc1OC. The result is 0 (inactive). (4) The molecule is NC(Cc1ccc(O)c(O)c1)C(=O)O. The result is 0 (inactive). (5) The result is 0 (inactive). The compound is CC12CCC(O)CC1=CCC1C2CCC2(C)C(COS(=O)(=O)O)CCC12.[NaH]. (6) The drug is COc1ccc2c(c1)CCc1c-2n(CCN(C)C)c2ccc(OC)cc12. The result is 0 (inactive). (7) The compound is Cl.O=C(NCCCNCCNC(=O)c1cc(-c2ccccc2)nc2ccccc12)c1cc(-c2ccccc2)nc2ccccc12. The result is 0 (inactive). (8) The molecule is CONC(CC(=O)c1ccccc1)c1ccccc1. The result is 0 (inactive). (9) The molecule is CC(C)c1ccc(Cc2ccc(C(C)C)c(NC(=O)C(=O)Cc3cnc4ccccc4n3)c2C(C)C)c(C(C)C)c1NC(=O)C(=O)Cc1cnc2ccccc2n1. The result is 0 (inactive).